This data is from NCI-60 drug combinations with 297,098 pairs across 59 cell lines. The task is: Regression. Given two drug SMILES strings and cell line genomic features, predict the synergy score measuring deviation from expected non-interaction effect. (1) Drug 1: CCC1=C2CN3C(=CC4=C(C3=O)COC(=O)C4(CC)O)C2=NC5=C1C=C(C=C5)O. Drug 2: C1=CC=C(C=C1)NC(=O)CCCCCCC(=O)NO. Cell line: SF-539. Synergy scores: CSS=27.4, Synergy_ZIP=1.29, Synergy_Bliss=5.56, Synergy_Loewe=2.38, Synergy_HSA=7.29. (2) Drug 1: CC1C(C(CC(O1)OC2CC(OC(C2O)C)OC3=CC4=CC5=C(C(=O)C(C(C5)C(C(=O)C(C(C)O)O)OC)OC6CC(C(C(O6)C)O)OC7CC(C(C(O7)C)O)OC8CC(C(C(O8)C)O)(C)O)C(=C4C(=C3C)O)O)O)O. Drug 2: C1CC(=O)NC(=O)C1N2C(=O)C3=CC=CC=C3C2=O. Cell line: SK-MEL-28. Synergy scores: CSS=30.5, Synergy_ZIP=0.860, Synergy_Bliss=0.473, Synergy_Loewe=-42.0, Synergy_HSA=0.271. (3) Drug 1: C1CCN(CC1)CCOC2=CC=C(C=C2)C(=O)C3=C(SC4=C3C=CC(=C4)O)C5=CC=C(C=C5)O. Drug 2: CC=C1C(=O)NC(C(=O)OC2CC(=O)NC(C(=O)NC(CSSCCC=C2)C(=O)N1)C(C)C)C(C)C. Cell line: U251. Synergy scores: CSS=21.6, Synergy_ZIP=1.08, Synergy_Bliss=0.0171, Synergy_Loewe=-31.3, Synergy_HSA=-0.855.